From a dataset of Reaction yield outcomes from USPTO patents with 853,638 reactions. Predict the reaction yield, written as a fraction of the theoretical maximum amount of product (1.0 means a 100% yield; for example, 0.34 means a 34% yield). (1) The reactants are [CH3:1][N:2]1[C:6]([CH:7]2[CH2:11][CH2:10][N:9]([C:12]([O:14][C:15]([CH3:18])([CH3:17])[CH3:16])=[O:13])[CH2:8]2)=[CH:5][CH:4]=[N:3]1.C1C(=O)N([Br:26])C(=O)C1. The catalyst is C1COCC1. The product is [Br:26][C:5]1[CH:4]=[N:3][N:2]([CH3:1])[C:6]=1[CH:7]1[CH2:11][CH2:10][N:9]([C:12]([O:14][C:15]([CH3:18])([CH3:17])[CH3:16])=[O:13])[CH2:8]1. The yield is 0.750. (2) The product is [Br:1][C:2]1[CH:3]=[C:4]2[C:9](=[CH:10][C:11]=1[F:12])[N:8]=[CH:7][C:6]([N+:13]([O-:15])=[O:14])=[C:5]2[NH:26][C@H:27]1[CH2:32][CH2:31][N:30]([C:33]([O:35][C:36]([CH3:38])([CH3:37])[CH3:39])=[O:34])[CH2:29][C@@H:28]1[F:40]. The yield is 9.56. The reactants are [Br:1][C:2]1[CH:3]=[C:4]2[C:9](=[CH:10][C:11]=1[F:12])[N:8]=[CH:7][C:6]([N+:13]([O-:15])=[O:14])=[C:5]2Cl.CCN(C(C)C)C(C)C.[NH2:26][C@H:27]1[CH2:32][CH2:31][N:30]([C:33]([O:35][C:36]([CH3:39])([CH3:38])[CH3:37])=[O:34])[CH2:29][C@@H:28]1[F:40].CCOC(C)=O.CCCCCC. The catalyst is CN(C=O)C.